From a dataset of Reaction yield outcomes from USPTO patents with 853,638 reactions. Predict the reaction yield, written as a fraction of the theoretical maximum amount of product (1.0 means a 100% yield; for example, 0.34 means a 34% yield). (1) The reactants are [CH3:1][C:2]1[NH:3][C:4]2[C:5](=[O:16])[CH2:6][CH2:7][CH2:8][C:9]=2[C:10]=1[C:11]([O:13]CC)=[O:12].Cl. The catalyst is [Li+].[OH-]. The product is [CH3:1][C:2]1[NH:3][C:4]2[C:5](=[O:16])[CH2:6][CH2:7][CH2:8][C:9]=2[C:10]=1[C:11]([OH:13])=[O:12]. The yield is 0.740. (2) The reactants are [CH3:1][O:2][C:3]1[CH:4]=[C:5]2[C:10](=[CH:11][C:12]=1[O:13][CH3:14])[N:9]=[CH:8][CH:7]=[C:6]2[N:15]([CH3:25])[C:16]1[CH:21]=[CH:20][C:19]([N+:22]([O-])=O)=[CH:18][CH:17]=1.C(=O)([O-])[O-].[K+].[K+].C(O)C.CN(C)C=O.C(Cl)Cl. The catalyst is [OH-].[Pd+2].[OH-]. The product is [CH3:1][O:2][C:3]1[CH:4]=[C:5]2[C:10](=[CH:11][C:12]=1[O:13][CH3:14])[N:9]=[CH:8][CH:7]=[C:6]2[N:15]([CH3:25])[C:16]1[CH:21]=[CH:20][C:19]([NH2:22])=[CH:18][CH:17]=1. The yield is 0.660. (3) The reactants are [Br:1][C:2]1[C:3]([F:14])=[C:4]([CH:8]=[C:9]([CH2:11][CH2:12][CH3:13])[CH:10]=1)[C:5](O)=[O:6].CC[N:17]=C=NCCCN(C)C.C1C=CC2N(O)N=NC=2C=1.N. The catalyst is CN(C=O)C.O. The product is [Br:1][C:2]1[C:3]([F:14])=[C:4]([CH:8]=[C:9]([CH2:11][CH2:12][CH3:13])[CH:10]=1)[C:5]([NH2:17])=[O:6]. The yield is 0.670. (4) The reactants are [O:1]=[C:2]1[N:10]([CH2:11][CH2:12][CH3:13])[C:9]2[N:8]=[C:7]([C:14]34[CH2:21][CH2:20][C:17]([CH:22]=O)([CH2:18][CH2:19]3)[CH2:16][CH2:15]4)[NH:6][C:5]=2[C:4](=[O:24])[N:3]1[CH2:25][CH2:26][CH3:27].Cl.[NH2:29][OH:30].CC([O-])=O.[Na+]. The catalyst is CO.O. The product is [O:1]=[C:2]1[N:10]([CH2:11][CH2:12][CH3:13])[C:9]2[N:8]=[C:7]([C:14]34[CH2:15][CH2:16][C:17]([CH:22]=[N:29][OH:30])([CH2:18][CH2:19]3)[CH2:20][CH2:21]4)[NH:6][C:5]=2[C:4](=[O:24])[N:3]1[CH2:25][CH2:26][CH3:27]. The yield is 0.840. (5) The reactants are F[C:2]1[CH:9]=[CH:8][C:7]([N+:10]([O-:12])=[O:11])=[CH:6][C:3]=1[C:4]#[N:5].[CH3:13][C:14]1[N:15]=[CH:16][NH:17][CH:18]=1.C(=O)([O-])[O-].[K+].[K+].CC1N(C2C=CC([N+]([O-])=O)=CC=2C#N)C=NC=1. No catalyst specified. The product is [CH3:13][C:14]1[N:15]=[CH:16][N:17]([C:2]2[CH:9]=[CH:8][C:7]([N+:10]([O-:12])=[O:11])=[CH:6][C:3]=2[C:4]#[N:5])[CH:18]=1. The yield is 0.690.